Dataset: Catalyst prediction with 721,799 reactions and 888 catalyst types from USPTO. Task: Predict which catalyst facilitates the given reaction. (1) Reactant: C(#N)C.[Cl:4]N1C(=O)CCC1=O.[NH2:12][C:13]1[CH:23]=[CH:22][C:16]([C:17]([O:19][CH2:20][CH3:21])=[O:18])=[CH:15][C:14]=1[O:24][CH3:25]. Product: [NH2:12][C:13]1[C:14]([O:24][CH3:25])=[CH:15][C:16]([C:17]([O:19][CH2:20][CH3:21])=[O:18])=[CH:22][C:23]=1[Cl:4]. The catalyst class is: 644. (2) Reactant: [CH3:1][C:2]1[C:7]([CH3:8])=[CH:6][C:5]([NH:9][C:10](=[O:16])[O:11][C:12]([CH3:15])([CH3:14])[CH3:13])=[C:4]([N+:17]([O-])=O)[CH:3]=1. Product: [NH2:17][C:4]1[CH:3]=[C:2]([CH3:1])[C:7]([CH3:8])=[CH:6][C:5]=1[NH:9][C:10](=[O:16])[O:11][C:12]([CH3:14])([CH3:13])[CH3:15]. The catalyst class is: 401. (3) The catalyst class is: 4. Product: [F:33][C:34]([F:39])([F:38])[C:35]([OH:37])=[O:36].[Br:27][C:25]1[CH:26]=[C:22]([C:11]2([C:20]#[N:21])[CH:10]([CH2:28][C:29]([CH3:32])([CH3:31])[CH3:30])[NH:9][CH:8]([C:6]([OH:7])=[O:5])[CH:12]2[C:13]2[CH:18]=[CH:17][CH:16]=[C:15]([Cl:19])[CH:14]=2)[S:23][CH:24]=1. Reactant: C([O:5][C:6]([CH:8]1[CH:12]([C:13]2[CH:18]=[CH:17][CH:16]=[C:15]([Cl:19])[CH:14]=2)[C:11]([C:22]2[S:23][CH:24]=[C:25]([Br:27])[CH:26]=2)([C:20]#[N:21])[CH:10]([CH2:28][C:29]([CH3:32])([CH3:31])[CH3:30])[NH:9]1)=[O:7])(C)(C)C.[F:33][C:34]([F:39])([F:38])[C:35]([OH:37])=[O:36]. (4) Product: [NH2:1][C:2]1[CH:3]=[CH:4][C:5]([CH:6]([C:8]2[CH:9]=[CH:10][CH:11]=[CH:12][CH:13]=2)[OH:7])=[CH:14][CH:15]=1. Reactant: [NH2:1][C:2]1[CH:15]=[CH:14][C:5]([C:6]([C:8]2[CH:13]=[CH:12][CH:11]=[CH:10][CH:9]=2)=[O:7])=[CH:4][CH:3]=1.[BH4-].[Na+].[Cl-].[NH4+]. The catalyst class is: 8. (5) Reactant: [Cl:1][C:2]1[CH:7]=[CH:6][C:5]([C@H:8]2[N:15]3[C:11]([S:12][C:13]([C:19]([N:21]4[CH2:37][CH2:36][CH2:35][C@H:22]4[C:23]([N:25]4[CH2:29][C@H:28]5[O:30]C(C)(C)[O:32][C@H:27]5[CH2:26]4)=[O:24])=[O:20])=[C:14]3[CH:16]([CH3:18])[CH3:17])=[N:10][C@:9]2([C:39]2[CH:44]=[CH:43][C:42]([Cl:45])=[CH:41][CH:40]=2)[CH3:38])=[CH:4][CH:3]=1. Product: [Cl:1][C:2]1[CH:3]=[CH:4][C:5]([C@H:8]2[N:15]3[C:11]([S:12][C:13]([C:19]([N:21]4[CH2:37][CH2:36][CH2:35][C@H:22]4[C:23]([N:25]4[CH2:29][C@H:28]([OH:30])[C@H:27]([OH:32])[CH2:26]4)=[O:24])=[O:20])=[C:14]3[CH:16]([CH3:17])[CH3:18])=[N:10][C@:9]2([C:39]2[CH:44]=[CH:43][C:42]([Cl:45])=[CH:41][CH:40]=2)[CH3:38])=[CH:6][CH:7]=1. The catalyst class is: 15. (6) Reactant: [C:1]([C:5]1[CH:9]=[C:8]([NH2:10])[N:7]([C:11]2[CH:12]=[C:13]([CH2:17][C:18]([NH2:20])=[O:19])[CH:14]=[CH:15][CH:16]=2)[N:6]=1)([CH3:4])([CH3:3])[CH3:2].[C:21]1([N:31]=[C:32]=[O:33])[C:30]2[C:25](=[CH:26][CH:27]=[CH:28][CH:29]=2)[CH:24]=[CH:23][CH:22]=1. Product: [C:1]([C:5]1[CH:9]=[C:8]([NH:10][C:32]([NH:31][C:21]2[C:30]3[C:25](=[CH:26][CH:27]=[CH:28][CH:29]=3)[CH:24]=[CH:23][CH:22]=2)=[O:33])[N:7]([C:11]2[CH:16]=[CH:15][CH:14]=[C:13]([CH2:17][C:18](=[O:19])[NH2:20])[CH:12]=2)[N:6]=1)([CH3:4])([CH3:2])[CH3:3]. The catalyst class is: 2.